This data is from Catalyst prediction with 721,799 reactions and 888 catalyst types from USPTO. The task is: Predict which catalyst facilitates the given reaction. (1) Reactant: [CH2:1]([N:8]1[CH2:13][CH2:12][CH:11]([C:14]2([C:19]([NH:21][NH2:22])=O)[CH2:18][CH2:17][CH2:16][CH2:15]2)[CH2:10][CH2:9]1)[C:2]1[CH:7]=[CH:6][CH:5]=[CH:4][CH:3]=1.CO[C:25]1[CH2:26][CH2:27][CH2:28][CH2:29][CH2:30][CH2:31][N:32]=1. Product: [CH2:1]([N:8]1[CH2:13][CH2:12][CH:11]([C:14]2([C:19]3[N:32]4[CH2:31][CH2:30][CH2:29][CH2:28][CH2:27][CH2:26][C:25]4=[N:22][N:21]=3)[CH2:18][CH2:17][CH2:16][CH2:15]2)[CH2:10][CH2:9]1)[C:2]1[CH:7]=[CH:6][CH:5]=[CH:4][CH:3]=1. The catalyst class is: 11. (2) Reactant: [Br:1][C:2]1[CH:3]=[CH:4][C:5]([NH:19][CH2:20][C:21]2[CH:26]=[CH:25][C:24]([O:27][CH3:28])=[CH:23][C:22]=2[O:29][CH3:30])=[C:6]([C:8]([C:10]2[CH:15]=[CH:14][CH:13]=[C:12]([O:16][CH3:17])[C:11]=2[CH3:18])=[O:9])[CH:7]=1.[BH4-].[Na+]. Product: [Br:1][C:2]1[CH:3]=[CH:4][C:5]([NH:19][CH2:20][C:21]2[CH:26]=[CH:25][C:24]([O:27][CH3:28])=[CH:23][C:22]=2[O:29][CH3:30])=[C:6]([CH:8]([C:10]2[CH:15]=[CH:14][CH:13]=[C:12]([O:16][CH3:17])[C:11]=2[CH3:18])[OH:9])[CH:7]=1. The catalyst class is: 111. (3) Reactant: [H-].[Na+].[Cl:3][C:4]1[CH:9]=[CH:8][CH:7]=[C:6]([Cl:10])[C:5]=1[C:11]1[C:15]([CH2:16][O:17][C:18]2[CH:19]=[C:20]3[C:24](=[CH:25][CH:26]=2)[NH:23][CH:22]=[CH:21]3)=[C:14]([CH:27]([CH3:29])[CH3:28])[O:13][N:12]=1.Cl[C:31]([C:33]1[CH:34]=[C:35]([CH:43]=[CH:44][CH:45]=1)[C:36]([O:38][C:39]([CH3:42])([CH3:41])[CH3:40])=[O:37])=[O:32].C(OCC)(=O)C. Product: [Cl:3][C:4]1[CH:9]=[CH:8][CH:7]=[C:6]([Cl:10])[C:5]=1[C:11]1[C:15]([CH2:16][O:17][C:18]2[CH:19]=[C:20]3[C:24](=[CH:25][CH:26]=2)[N:23]([C:31]([C:33]2[CH:34]=[C:35]([CH:43]=[CH:44][CH:45]=2)[C:36]([O:38][C:39]([CH3:41])([CH3:42])[CH3:40])=[O:37])=[O:32])[CH:22]=[CH:21]3)=[C:14]([CH:27]([CH3:29])[CH3:28])[O:13][N:12]=1. The catalyst class is: 35. (4) Reactant: C(Cl)CCl.[C:5]([O:9][C:10](=[O:18])[C:11]([CH3:17])([CH3:16])[CH2:12][C:13]([OH:15])=[O:14])([CH3:8])([CH3:7])[CH3:6].[Cl:19][C:20]1[CH:25]=[CH:24][C:23]([C:26]2([NH:29][C:30](=[O:65])/[C:31](/[CH3:64])=[CH:32]/[C@:33]34[CH2:59][C:58](=[O:60])[C:57]([CH:61]([CH3:63])[CH3:62])=[C:34]3[C@@H:35]3[C@@:48]([CH3:51])([CH2:49][CH2:50]4)[C@@:47]4([CH3:52])[C@@H:38]([C@:39]5([CH3:56])[C@@H:44]([CH2:45][CH2:46]4)[C:43]([CH3:54])([CH3:53])[C@@H:42](O)[CH2:41][CH2:40]5)[CH2:37][CH2:36]3)[CH2:28][CH2:27]2)=[CH:22][CH:21]=1. Product: [CH3:16][C:11]([CH3:17])([CH2:12][C:13]([O:15][C@H:42]1[CH2:41][CH2:40][C@@:39]2([CH3:56])[C@@H:44]([CH2:45][CH2:46][C@:47]3([CH3:52])[C@@H:38]2[CH2:37][CH2:36][C@H:35]2[C@@:48]3([CH3:51])[CH2:49][CH2:50][C@@:33]3(/[CH:32]=[C:31](\[CH3:64])/[C:30]([NH:29][C:26]4([C:23]5[CH:22]=[CH:21][C:20]([Cl:19])=[CH:25][CH:24]=5)[CH2:27][CH2:28]4)=[O:65])[CH2:59][C:58](=[O:60])[C:57]([CH:61]([CH3:63])[CH3:62])=[C:34]32)[C:43]1([CH3:53])[CH3:54])=[O:14])[C:10]([O:9][C:5]([CH3:8])([CH3:6])[CH3:7])=[O:18]. The catalyst class is: 79. (5) Reactant: [OH:1][C@H:2]([CH2:35][OH:36])[CH2:3][NH:4][C:5]([C:7]1[NH:8][C:9]([C:12]2[CH:17]=[C:16]([O:18][Si:19]([CH:26]([CH3:28])[CH3:27])([CH:23]([CH3:25])[CH3:24])[CH:20]([CH3:22])[CH3:21])[CH:15]=[C:14]([O:29][C@@H:30]([CH3:34])[CH2:31][O:32][CH3:33])[CH:13]=2)=[CH:10][CH:11]=1)=[O:6].[CH:37]([Si:40](Cl)([CH:44]([CH3:46])[CH3:45])[CH:41]([CH3:43])[CH3:42])([CH3:39])[CH3:38].C(N(CC)CC)C.O. Product: [OH:1][C@H:2]([CH2:35][O:36][Si:40]([CH:44]([CH3:46])[CH3:45])([CH:41]([CH3:43])[CH3:42])[CH:37]([CH3:39])[CH3:38])[CH2:3][NH:4][C:5]([C:7]1[NH:8][C:9]([C:12]2[CH:17]=[C:16]([O:18][Si:19]([CH:23]([CH3:24])[CH3:25])([CH:26]([CH3:27])[CH3:28])[CH:20]([CH3:21])[CH3:22])[CH:15]=[C:14]([O:29][C@@H:30]([CH3:34])[CH2:31][O:32][CH3:33])[CH:13]=2)=[CH:10][CH:11]=1)=[O:6]. The catalyst class is: 172.